Dataset: Forward reaction prediction with 1.9M reactions from USPTO patents (1976-2016). Task: Predict the product of the given reaction. (1) Given the reactants [CH2:1]([N:8]1[CH2:13][CH2:12][N:11]([C:14]2[CH:19]=[C:18]([Cl:20])[CH:17]=[CH:16][C:15]=2[N+:21]([O-])=O)[CH:10]([CH2:24][C:25](OC)=[O:26])[CH2:9]1)[C:2]1[CH:7]=[CH:6][CH:5]=[CH:4][CH:3]=1, predict the reaction product. The product is: [CH2:1]([N:8]1[CH2:13][CH2:12][N:11]2[C:14]3[CH:19]=[C:18]([Cl:20])[CH:17]=[CH:16][C:15]=3[NH:21][C:25](=[O:26])[CH2:24][CH:10]2[CH2:9]1)[C:2]1[CH:7]=[CH:6][CH:5]=[CH:4][CH:3]=1. (2) Given the reactants [CH3:1][C:2]1([CH3:30])[N:6]([CH2:7][C:8]2[CH:13]=[CH:12][N:11]=[CH:10][CH:9]=2)[C:5](=[O:14])[N:4]([C:15]2[CH:20]=[CH:19][C:18]([O:21][C:22]([F:25])([F:24])[F:23])=[C:17]([N+:26]([O-])=O)[CH:16]=2)[C:3]1=[O:29].Cl, predict the reaction product. The product is: [NH2:26][C:17]1[CH:16]=[C:15]([N:4]2[C:3](=[O:29])[C:2]([CH3:30])([CH3:1])[N:6]([CH2:7][C:8]3[CH:13]=[CH:12][N:11]=[CH:10][CH:9]=3)[C:5]2=[O:14])[CH:20]=[CH:19][C:18]=1[O:21][C:22]([F:23])([F:24])[F:25]. (3) The product is: [CH2:33]([C:30]1[CH:29]=[N:28][C:27]([N:6]2[CH2:5][CH2:4][C:3]([F:2])([C:9]3[S:10][CH:11]=[C:12]([CH2:14][O:15][C:16]4[CH:21]=[CH:20][C:19]([S:22]([CH3:25])(=[O:24])=[O:23])=[CH:18][CH:17]=4)[N:13]=3)[CH2:8][CH2:7]2)=[N:32][CH:31]=1)[CH3:34]. Given the reactants Cl.[F:2][C:3]1([C:9]2[S:10][CH:11]=[C:12]([CH2:14][O:15][C:16]3[CH:21]=[CH:20][C:19]([S:22]([CH3:25])(=[O:24])=[O:23])=[CH:18][CH:17]=3)[N:13]=2)[CH2:8][CH2:7][NH:6][CH2:5][CH2:4]1.Cl[C:27]1[N:32]=[CH:31][C:30]([CH2:33][CH3:34])=[CH:29][N:28]=1.CCN(C(C)C)C(C)C, predict the reaction product.